This data is from Forward reaction prediction with 1.9M reactions from USPTO patents (1976-2016). The task is: Predict the product of the given reaction. Given the reactants [CH3:1][N:2]1[C:6]([CH2:7][O:8][C:9]2[CH:17]=[CH:16][C:12]([C:13]([OH:15])=O)=[CH:11][N:10]=2)=[C:5]([C:18]2[CH:23]=[CH:22][CH:21]=[CH:20][CH:19]=2)[N:4]=[N:3]1.CN(C(ON1N=NC2C=CC=CC1=2)=[N+](C)C)C.[B-](F)(F)(F)F.CCN(C(C)C)C(C)C.[NH2:55][CH:56]1[CH2:61][CH2:60][O:59][CH2:58][CH2:57]1, predict the reaction product. The product is: [CH3:1][N:2]1[C:6]([CH2:7][O:8][C:9]2[CH:17]=[CH:16][C:12]([C:13]([NH:55][CH:56]3[CH2:61][CH2:60][O:59][CH2:58][CH2:57]3)=[O:15])=[CH:11][N:10]=2)=[C:5]([C:18]2[CH:23]=[CH:22][CH:21]=[CH:20][CH:19]=2)[N:4]=[N:3]1.